Dataset: Catalyst prediction with 721,799 reactions and 888 catalyst types from USPTO. Task: Predict which catalyst facilitates the given reaction. (1) Reactant: [Br:1][C:2]1[C:3]([NH2:10])=[C:4]([NH2:9])[C:5]([Br:8])=[CH:6][CH:7]=1.[C:11]1([C:17](=O)[C:18]([C:20]2[CH:25]=[CH:24][CH:23]=[CH:22][CH:21]=2)=O)[CH:16]=[CH:15][CH:14]=[CH:13][CH:12]=1.C(O)CCC.C(=O)(O)[O-].[Na+]. Product: [Br:1][C:2]1[CH:7]=[CH:6][C:5]([Br:8])=[C:4]2[C:3]=1[N:10]=[C:17]([C:11]1[CH:16]=[CH:15][CH:14]=[CH:13][CH:12]=1)[C:18]([C:20]1[CH:25]=[CH:24][CH:23]=[CH:22][CH:21]=1)=[N:9]2. The catalyst class is: 6. (2) Reactant: [I:1][C:2]1[CH:3]=[C:4]2[C:9](=[CH:10][CH:11]=1)[C:8](=[O:12])[NH:7][C:6](=[O:13])/[C:5]/2=[CH:14]/OC.FC(F)(F)C(O)=O.[NH2:24][CH2:25][C:26]1[CH:31]=[CH:30][N:29]([CH2:32][CH2:33][CH2:34][CH3:35])[C:28](=[O:36])[CH:27]=1.C(N(CC)CC)C. Product: [I:1][C:2]1[CH:3]=[C:4]2[C:9](=[CH:10][CH:11]=1)[C:8](=[O:12])[NH:7][C:6](=[O:13])/[C:5]/2=[CH:14]\[NH:24][CH2:25][C:26]1[CH:31]=[CH:30][N:29]([CH2:32][CH2:33][CH2:34][CH3:35])[C:28](=[O:36])[CH:27]=1. The catalyst class is: 9. (3) Reactant: [F:1][C:2]([F:26])([F:25])[C:3]1[CH:4]=[C:5]([C:9]2[O:13][N:12]=[C:11]([CH2:14][N:15]3[CH:19]=[C:18]([C:20]([O:22]CC)=[O:21])[CH:17]=[N:16]3)[N:10]=2)[CH:6]=[CH:7][CH:8]=1.[OH-].[Li+]. Product: [F:26][C:2]([F:1])([F:25])[C:3]1[CH:4]=[C:5]([C:9]2[O:13][N:12]=[C:11]([CH2:14][N:15]3[CH:19]=[C:18]([C:20]([OH:22])=[O:21])[CH:17]=[N:16]3)[N:10]=2)[CH:6]=[CH:7][CH:8]=1. The catalyst class is: 40. (4) Reactant: Cl[C:2]1[N:7]=[C:6]([C:8]2[C:16]3[C:11](=[CH:12][CH:13]=[C:14]([C:17]4[CH:22]=[N:21][CH:20]=[C:19]([CH:23]5[CH2:25][CH2:24]5)[N:18]=4)[CH:15]=3)[N:10]([CH:26]3[CH2:31][CH2:30][CH2:29][CH2:28][O:27]3)[N:9]=2)[CH:5]=[N:4][CH:3]=1.C1(P(C2CCCCC2)C2C=CC=CC=2C2C(CCC)=CC(CCC)=CC=2CCC)CCCCC1.CC(C1C=C(C(C)C)C(C2C=CC=CC=2P(C2CCCCC2)C2CCCCC2)=C(C(C)C)C=1)C.[Br-].[CH:101]1([Zn+])[CH2:103][CH2:102]1. Product: [CH:101]1([C:2]2[N:7]=[C:6]([C:8]3[C:16]4[C:11](=[CH:12][CH:13]=[C:14]([C:17]5[CH:22]=[N:21][CH:20]=[C:19]([CH:23]6[CH2:25][CH2:24]6)[N:18]=5)[CH:15]=4)[N:10]([CH:26]4[CH2:31][CH2:30][CH2:29][CH2:28][O:27]4)[N:9]=3)[CH:5]=[N:4][CH:3]=2)[CH2:103][CH2:102]1. The catalyst class is: 318.